Dataset: Reaction yield outcomes from USPTO patents with 853,638 reactions. Task: Predict the reaction yield, written as a fraction of the theoretical maximum amount of product (1.0 means a 100% yield; for example, 0.34 means a 34% yield). (1) The reactants are [CH2:1]([C:3]([C:16]1[CH:29]=[CH:28][C:19]([O:20][CH2:21][C:22](=[O:27])[C:23]([CH3:26])([CH3:25])[CH3:24])=[C:18]([CH3:30])[CH:17]=1)([C:6]1[O:7][C:8]2[CH:14]=[C:13]([OH:15])[CH:12]=[CH:11][C:9]=2[CH:10]=1)[CH2:4][CH3:5])[CH3:2].CCN(CC)CC.[CH3:38][S:39](Cl)(=[O:41])=[O:40]. The catalyst is C(Cl)Cl. The product is [CH3:26][C:23]([CH3:25])([CH3:24])[C:22](=[O:27])[CH2:21][O:20][C:19]1[CH:28]=[CH:29][C:16]([C:3]([C:6]2[O:7][C:8]3[CH:14]=[C:13]([O:15][S:39]([CH3:38])(=[O:41])=[O:40])[CH:12]=[CH:11][C:9]=3[CH:10]=2)([CH2:4][CH3:5])[CH2:1][CH3:2])=[CH:17][C:18]=1[CH3:30]. The yield is 0.930. (2) The reactants are Cl[C:2]1[C:3]2[C:4]3[O:15][CH:14]=[CH:13][C:5]=3[C:6](=[O:12])[NH:7][C:8]=2[N:9]=[CH:10][CH:11]=1.[NH2:16][C:17]1[CH:22]=[CH:21][CH:20]=[CH:19][CH:18]=1.CC(C1C=C(C(C)C)C(C2C=CC=CC=2P(C2CCCCC2)C2CCCCC2)=C(C(C)C)C=1)C.C([O-])([O-])=O.[K+].[K+]. The catalyst is C(O)(C)(C)C.C(Cl)Cl.CO.[Pd].[Pd].C(=CC(C=CC1C=CC=CC=1)=O)C1C=CC=CC=1.C(=CC(C=CC1C=CC=CC=1)=O)C1C=CC=CC=1.C(=CC(C=CC1C=CC=CC=1)=O)C1C=CC=CC=1. The product is [C:17]1([NH:16][C:2]2[C:3]3[C:4]4[O:15][CH:14]=[CH:13][C:5]=4[C:6](=[O:12])[NH:7][C:8]=3[N:9]=[CH:10][CH:11]=2)[CH:22]=[CH:21][CH:20]=[CH:19][CH:18]=1. The yield is 0.200. (3) The reactants are C[C:2]1[CH:10]=[C:9]([NH:11][C:12](=[O:36])[NH:13][C:14]2[CH:19]=[CH:18][C:17]([C:20]3[N:25]=[C:24]([O:26][CH:27]([CH3:29])[CH3:28])[N:23]=[C:22]([N:30]4[CH2:35][CH2:34][O:33][CH2:32][CH2:31]4)[N:21]=3)=[CH:16][CH:15]=2)[CH:8]=[CH:7][C:3]=1[C:4]([OH:6])=O.[NH2:37][CH:38]1[CH2:43][CH2:42][N:41]([CH3:44])[CH2:40][CH2:39]1. No catalyst specified. The product is [CH:27]([O:26][C:24]1[N:23]=[C:22]([N:30]2[CH2:35][CH2:34][O:33][CH2:32][CH2:31]2)[N:21]=[C:20]([C:17]2[CH:18]=[CH:19][C:14]([NH:13][C:12]([NH:11][C:9]3[CH:10]=[CH:2][C:3]([C:4]([NH:37][CH:38]4[CH2:43][CH2:42][N:41]([CH3:44])[CH2:40][CH2:39]4)=[O:6])=[CH:7][CH:8]=3)=[O:36])=[CH:15][CH:16]=2)[N:25]=1)([CH3:28])[CH3:29]. The yield is 0.270.